Dataset: Forward reaction prediction with 1.9M reactions from USPTO patents (1976-2016). Task: Predict the product of the given reaction. (1) Given the reactants [C:1]([Cl:4])(Cl)=[O:2].N1C=CC=CC=1.C[C:12]1[N:16]([C:17]([O:19][C:20]([CH3:23])([CH3:22])[CH3:21])=[O:18])[C:15]2[CH:24]=[C:25]([C:28]3[CH:29]=[CH:30][C:31]4[O:37][CH2:36][CH2:35][NH:34][CH2:33][C:32]=4[CH:38]=3)[CH:26]=[CH:27][C:14]=2[N:13]=1, predict the reaction product. The product is: [Cl:4][C:1]([N:34]1[CH2:33][C:32]2[CH:38]=[C:28]([C:25]3[CH:26]=[CH:27][C:14]4[N:13]=[CH:12][N:16]([C:17]([O:19][C:20]([CH3:22])([CH3:21])[CH3:23])=[O:18])[C:15]=4[CH:24]=3)[CH:29]=[CH:30][C:31]=2[O:37][CH2:36][CH2:35]1)=[O:2]. (2) Given the reactants [F:1][C:2]1[CH:7]=[CH:6][CH:5]=[CH:4][C:3]=1[C:8]1[N:9]=[N:10][N:11]([CH3:27])[C:12]=1[C:13]1[N:14]=[CH:15][N:16]([C:18]2[CH:26]=[CH:25][C:21]([C:22]([OH:24])=O)=[CH:20][N:19]=2)[CH:17]=1.[CH3:28][C:29]1([NH2:33])[CH2:32][O:31][CH2:30]1, predict the reaction product. The product is: [F:1][C:2]1[CH:7]=[CH:6][CH:5]=[CH:4][C:3]=1[C:8]1[N:9]=[N:10][N:11]([CH3:27])[C:12]=1[C:13]1[N:14]=[CH:15][N:16]([C:18]2[CH:26]=[CH:25][C:21]([C:22]([NH:33][C:29]3([CH3:28])[CH2:32][O:31][CH2:30]3)=[O:24])=[CH:20][N:19]=2)[CH:17]=1. (3) Given the reactants [OH:1][C:2]1[CH:11]=[CH:10][CH:9]=[C:8]2[C:3]=1[CH:4]=[CH:5][C:6](Cl)=[N:7]2.Br[CH2:14][C:15]1[CH:16]=[N:17][CH:18]=[CH:19][CH:20]=1.[NH2:21][C@H:22]1[C:30]2[C:25](=[CH:26][CH:27]=[CH:28][CH:29]=2)[CH2:24][CH2:23]1, predict the reaction product. The product is: [C@H:22]1([NH:21][C:6]2[CH:5]=[CH:4][C:3]3[C:8](=[CH:9][CH:10]=[CH:11][C:2]=3[O:1][CH2:14][C:15]3[CH:16]=[N:17][CH:18]=[CH:19][CH:20]=3)[N:7]=2)[C:30]2[C:25](=[CH:26][CH:27]=[CH:28][CH:29]=2)[CH2:24][CH2:23]1. (4) Given the reactants [CH3:1][O:2][C:3](=[O:18])[C:4]1[CH:9]=[CH:8][C:7]([O:10][CH3:11])=[C:6]([O:12][CH2:13][CH2:14][N:15]=[N+]=[N-])[CH:5]=1, predict the reaction product. The product is: [NH3:15].[CH3:1][O:2][C:3](=[O:18])[C:4]1[CH:9]=[CH:8][C:7]([O:10][CH3:11])=[C:6]([O:12][CH2:13][CH2:14][NH2:15])[CH:5]=1. (5) Given the reactants Cl[Si:2](Cl)(Cl)[CH2:3][CH2:4][C:5]([F:16])([F:15])[C:6]([F:14])([F:13])[CH2:7][CH2:8][Si:9](Cl)(Cl)Cl.C([O:22][C:23](=[O:25])[CH3:24])(=O)C, predict the reaction product. The product is: [C:23]([O:22][Si:2]([O:22][C:23](=[O:25])[CH3:24])([O:25][C:23](=[O:22])[CH3:24])[CH2:3][CH2:4][C:5]([F:16])([F:15])[C:6]([F:14])([F:13])[CH2:7][CH2:8][Si:9]([O:25][C:23](=[O:22])[CH3:24])([O:25][C:23](=[O:22])[CH3:24])[O:25][C:23](=[O:22])[CH3:24])(=[O:25])[CH3:24]. (6) The product is: [CH3:30][O:29][C:26]1[CH:25]=[CH:24][C:23]([C:22]([O:15][CH2:14][C:3]([CH2:2][OH:1])([C:4]([O:6][CH2:7][CH3:8])=[O:5])[C:9]([O:11][CH2:12][CH3:13])=[O:10])([C:31]2[CH:36]=[CH:35][C:34]([O:37][CH3:38])=[CH:33][CH:32]=2)[C:21]2[CH:40]=[CH:41][C:18]([O:17][CH3:16])=[CH:19][CH:20]=2)=[CH:28][CH:27]=1. Given the reactants [OH:1][CH2:2][C:3]([CH2:14][OH:15])([C:9]([O:11][CH2:12][CH3:13])=[O:10])[C:4]([O:6][CH2:7][CH3:8])=[O:5].[CH3:16][O:17][C:18]1[CH:41]=[CH:40][C:21]([C:22](Cl)([C:31]2[CH:36]=[CH:35][C:34]([O:37][CH3:38])=[CH:33][CH:32]=2)[C:23]2[CH:28]=[CH:27][C:26]([O:29][CH3:30])=[CH:25][CH:24]=2)=[CH:20][CH:19]=1, predict the reaction product. (7) Given the reactants [C:1]([NH:4][CH2:5][C@@H:6]([C:12]1[CH:17]=[CH:16][CH:15]=[CH:14][C:13]=1[C:18]1[O:22][N:21]=[C:20]([C@@H:23]2[C@:28]([C:30]3[CH:35]=[CH:34][C:33]([F:36])=[C:32]([F:37])[CH:31]=3)([OH:29])[CH2:27][CH2:26][N:25](C(OC(C)(C)C)=O)[CH2:24]2)[C:19]=1[Br:45])[CH2:7][CH2:8][CH2:9][O:10][CH3:11])(=[O:3])[CH3:2].[ClH:46].O1CCOCC1, predict the reaction product. The product is: [Cl-:46].[C:1]([NH:4][CH2:5][C@@H:6]([C:12]1[CH:17]=[CH:16][CH:15]=[CH:14][C:13]=1[C:18]1[O:22][N:21]=[C:20]([C@@H:23]2[C@:28]([C:30]3[CH:35]=[CH:34][C:33]([F:36])=[C:32]([F:37])[CH:31]=3)([OH:29])[CH2:27][CH2:26][NH2+:25][CH2:24]2)[C:19]=1[Br:45])[CH2:7][CH2:8][CH2:9][O:10][CH3:11])(=[O:3])[CH3:2].